This data is from Full USPTO retrosynthesis dataset with 1.9M reactions from patents (1976-2016). The task is: Predict the reactants needed to synthesize the given product. (1) Given the product [C:35]([NH:34][C:31]1[CH:32]=[CH:33][C:28]([C:39]#[C:38][C:40]2[CH:41]=[CH:42][C:43]([CH2:46][C:47]([NH:49][NH:50][C:51]([O:53][C:54]([CH3:57])([CH3:56])[CH3:55])=[O:52])=[O:48])=[CH:44][CH:45]=2)=[CH:29][CH:30]=1)(=[O:37])[CH3:36], predict the reactants needed to synthesize it. The reactants are: C1(P(C2C=CC=CC=2)C2C=CC=CC=2)C=CC=CC=1.C(NC(C)C)(C)C.Br[C:28]1[CH:33]=[CH:32][C:31]([NH:34][C:35](=[O:37])[CH3:36])=[CH:30][CH:29]=1.[C:38]([C:40]1[CH:45]=[CH:44][C:43]([CH2:46][C:47]([NH:49][NH:50][C:51]([O:53][C:54]([CH3:57])([CH3:56])[CH3:55])=[O:52])=[O:48])=[CH:42][CH:41]=1)#[CH:39]. (2) Given the product [Cl:9][C:3]1[N:4]=[N:5][C:6]([Cl:8])=[CH:7][C:2]=1[N:11]([CH2:12][CH2:13][OH:14])[CH3:10], predict the reactants needed to synthesize it. The reactants are: Br[C:2]1[CH:7]=[C:6]([Cl:8])[N:5]=[N:4][C:3]=1[Cl:9].[CH3:10][NH:11][CH2:12][CH2:13][OH:14]. (3) Given the product [Si:18]([O:12][CH2:11][CH:2]1[CH2:3][CH2:4][C:5]2[C:10](=[CH:9][CH:8]=[CH:7][CH:6]=2)[NH:1]1)([C:21]([CH3:24])([CH3:23])[CH3:22])([CH3:20])[CH3:19], predict the reactants needed to synthesize it. The reactants are: [NH:1]1[C:10]2[C:5](=[CH:6][CH:7]=[CH:8][CH:9]=2)[CH2:4][CH2:3][CH:2]1[CH2:11][OH:12].N1C=CN=C1.[Si:18](Cl)([C:21]([CH3:24])([CH3:23])[CH3:22])([CH3:20])[CH3:19]. (4) Given the product [CH:1]1([C:4]#[C:5][C:14]2[CH:15]=[CH:16][C:17]([S:20]([NH:23][CH2:24][C:25]3[C:34]4[C:29](=[CH:30][CH:31]=[CH:32][CH:33]=4)[N:28]=[CH:27][CH:26]=3)(=[O:21])=[O:22])=[CH:18][CH:19]=2)[CH2:3][CH2:2]1, predict the reactants needed to synthesize it. The reactants are: [CH:1]1([C:4]#[CH:5])[CH2:3][CH2:2]1.C(N(CC)CC)C.I[C:14]1[CH:19]=[CH:18][C:17]([S:20]([NH:23][CH2:24][C:25]2[C:34]3[C:29](=[CH:30][CH:31]=[CH:32][CH:33]=3)[N:28]=[CH:27][CH:26]=2)(=[O:22])=[O:21])=[CH:16][CH:15]=1.O. (5) Given the product [N+:8]([C:5]1[CH:6]=[CH:7][C:2]([O:11][C:12]2[CH:22]=[CH:21][CH:20]=[CH:19][C:13]=2[O:14][CH2:15][C:16]([OH:18])=[O:17])=[CH:3][CH:4]=1)([O-:10])=[O:9], predict the reactants needed to synthesize it. The reactants are: F[C:2]1[CH:7]=[CH:6][C:5]([N+:8]([O-:10])=[O:9])=[CH:4][CH:3]=1.[OH:11][C:12]1[CH:22]=[CH:21][CH:20]=[CH:19][C:13]=1[O:14][CH2:15][C:16]([OH:18])=[O:17].CC(C)([O-])C.[K+].CC(N(C)C)=O. (6) Given the product [Cl:16][CH2:17][CH2:18][CH2:19][CH2:20][O:15][C:6]1[C:7]2[CH:14]=[CH:13][C:11](=[O:12])[O:10][C:8]=2[CH:9]=[C:4]2[O:3][CH:2]=[CH:1][C:5]=12, predict the reactants needed to synthesize it. The reactants are: [CH:1]1[C:5]2=[C:6]([OH:15])[C:7]3[CH:14]=[CH:13][C:11](=[O:12])[O:10][C:8]=3[CH:9]=[C:4]2[O:3][CH:2]=1.[Cl:16][CH2:17][CH2:18][CH2:19][CH2:20]I.C(=O)([O-])[O-].[K+].[K+]. (7) Given the product [CH2:35]([O:34][P:33]([CH2:38][CH2:39][NH:40][CH2:22][CH2:21][C:4]1[C:5]([O:14][CH2:15][CH2:16][Si:17]([CH3:20])([CH3:19])[CH3:18])=[C:6]2[C:10](=[C:11]([CH3:12])[C:3]=1[CH2:1][CH3:2])[CH2:9][O:8][C:7]2=[O:13])(=[O:37])[O:32][CH2:30][CH3:31])[CH3:36], predict the reactants needed to synthesize it. The reactants are: [CH2:1]([C:3]1[C:11]([CH3:12])=[C:10]2[C:6]([C:7](=[O:13])[O:8][CH2:9]2)=[C:5]([O:14][CH2:15][CH2:16][Si:17]([CH3:20])([CH3:19])[CH3:18])[C:4]=1[CH2:21][CH:22]=O)[CH3:2].C(O)(=O)C(O)=O.[CH2:30]([O:32][P:33]([CH2:38][CH2:39][NH2:40])(=[O:37])[O:34][CH2:35][CH3:36])[CH3:31].C(O)(=O)C.C(O[BH-](OC(=O)C)OC(=O)C)(=O)C.[Na+]. (8) Given the product [F:13][C:14]1[CH:15]=[C:16]([C:20]2([C:26]([NH:2][NH:1][C:3]3[CH:12]=[CH:11][CH:10]=[C:9]4[C:4]=3[CH:5]=[CH:6][CH:7]=[N:8]4)=[O:27])[CH2:25][CH2:24][CH2:23][CH2:22][CH2:21]2)[CH:17]=[CH:18][CH:19]=1, predict the reactants needed to synthesize it. The reactants are: [NH:1]([C:3]1[CH:12]=[CH:11][CH:10]=[C:9]2[C:4]=1[CH:5]=[CH:6][CH:7]=[N:8]2)[NH2:2].[F:13][C:14]1[CH:15]=[C:16]([C:20]2([C:26](Cl)=[O:27])[CH2:25][CH2:24][CH2:23][CH2:22][CH2:21]2)[CH:17]=[CH:18][CH:19]=1. (9) Given the product [CH:38]1([S:41]([NH:44][C:18]([C:17]2[CH:16]=[C:15]([CH:10]3[C:9]([CH3:25])([CH3:24])[CH2:8][C:7]4[C:12](=[CH:13][CH:14]=[C:5]([C:3]([O:2][CH3:1])=[O:4])[CH:6]=4)[NH:11]3)[CH:23]=[CH:22][CH:21]=2)=[O:19])(=[O:43])=[O:42])[CH2:40][CH2:39]1, predict the reactants needed to synthesize it. The reactants are: [CH3:1][O:2][C:3]([C:5]1[CH:6]=[C:7]2[C:12](=[CH:13][CH:14]=1)[NH:11][CH:10]([C:15]1[CH:16]=[C:17]([CH:21]=[CH:22][CH:23]=1)[C:18](O)=[O:19])[C:9]([CH3:25])([CH3:24])[CH2:8]2)=[O:4].C(N1C=CN=C1)(N1C=CN=C1)=O.[CH:38]1([S:41]([NH2:44])(=[O:43])=[O:42])[CH2:40][CH2:39]1.N12CCCN=C1CCCCC2. (10) Given the product [F:32][C:29]1[CH:30]=[CH:31][C:26]([C:24]#[C:25][C:2]2[CH:23]=[CH:22][C:5]([C:6]([NH:8][S:9]([C:12]3[CH:17]=[CH:16][CH:15]=[CH:14][C:13]=3[S:18](=[O:21])(=[O:20])[NH2:19])(=[O:11])=[O:10])=[O:7])=[CH:4][CH:3]=2)=[CH:27][CH:28]=1, predict the reactants needed to synthesize it. The reactants are: Br[C:2]1[CH:23]=[CH:22][C:5]([C:6]([NH:8][S:9]([C:12]2[CH:17]=[CH:16][CH:15]=[CH:14][C:13]=2[S:18](=[O:21])(=[O:20])[NH2:19])(=[O:11])=[O:10])=[O:7])=[CH:4][CH:3]=1.[C:24]([C:26]1[CH:31]=[CH:30][C:29]([F:32])=[CH:28][CH:27]=1)#[CH:25].